From a dataset of Catalyst prediction with 721,799 reactions and 888 catalyst types from USPTO. Predict which catalyst facilitates the given reaction. (1) Reactant: [CH3:1][N:2]1[CH2:18][C:16]2=[C:17]3[C:12](=[C:13]([O:19][CH3:20])[CH:14]=[CH:15]2)[O:11][C@@H:10]2[C@:5]3([CH:6]=[CH:7][C@H:8]([OH:21])[CH2:9]2)[CH2:4][CH2:3]1.Cl.N. Product: [CH3:1][N:2]1[CH2:18][C:16]2[CH:15]=[CH:14][C:13]([O:19][CH3:20])=[C:12]3[C:17]=2[C@:5]2([C@@H:10]([O:11]3)[CH2:9][C@@H:8]([OH:21])[CH:7]=[CH:6]2)[CH2:4][CH2:3]1. The catalyst class is: 6. (2) Reactant: [CH3:1][C:2]1([CH3:13])[C:6]2([CH2:11][CH2:10][C:9](=[O:12])[CH2:8][CH2:7]2)[CH2:5][CH2:4][O:3]1.[Li+].C[Si]([N-][Si](C)(C)C)(C)C.C1C=CC(N([S:31]([C:34]([F:37])([F:36])[F:35])(=[O:33])=[O:32])[S:31]([C:34]([F:37])([F:36])[F:35])(=[O:33])=[O:32])=CC=1. Product: [F:35][C:34]([F:37])([F:36])[S:31]([O:12][C:9]1[CH2:10][CH2:11][C:6]2([C:2]([CH3:13])([CH3:1])[O:3][CH2:4][CH2:5]2)[CH2:7][CH:8]=1)(=[O:33])=[O:32]. The catalyst class is: 1. (3) Reactant: [H-].[Al+3].[Li+].[H-].[H-].[H-].[CH2:7]([O:14][C:15]1[CH:20]=[CH:19][C:18]([CH:21]=[C:22]([N+:24]([O-])=O)[CH3:23])=[CH:17][C:16]=1[O:27][CH3:28])[C:8]1[CH:13]=[CH:12][CH:11]=[CH:10][CH:9]=1.[OH-].[Na+]. Product: [CH2:7]([O:14][C:15]1[CH:20]=[CH:19][C:18]([CH2:21][CH:22]([NH2:24])[CH3:23])=[CH:17][C:16]=1[O:27][CH3:28])[C:8]1[CH:13]=[CH:12][CH:11]=[CH:10][CH:9]=1. The catalyst class is: 7. (4) Reactant: [Cl:1][C:2]1[CH:3]=[C:4]([C@@H:8]([OH:39])[CH2:9][N:10]([CH2:18][CH2:19][C:20]2[CH:25]=[CH:24][C:23]([S:26]([C:29]3[CH:34]=[CH:33][C:32]([O:35][CH:36]([F:38])[F:37])=[CH:31][CH:30]=3)(=[O:28])=[O:27])=[CH:22][CH:21]=2)C(=O)OC(C)(C)C)[CH:5]=[CH:6][CH:7]=1.Cl. Product: [Cl:1][C:2]1[CH:3]=[C:4]([C@@H:8]([OH:39])[CH2:9][NH:10][CH2:18][CH2:19][C:20]2[CH:21]=[CH:22][C:23]([S:26]([C:29]3[CH:34]=[CH:33][C:32]([O:35][CH:36]([F:37])[F:38])=[CH:31][CH:30]=3)(=[O:27])=[O:28])=[CH:24][CH:25]=2)[CH:5]=[CH:6][CH:7]=1. The catalyst class is: 684. (5) Reactant: [N+:1]([C:4]1[CH:5]=[C:6]2[C:11](=[CH:12][CH:13]=1)[NH:10][C:9]([C:14]([O:16][CH3:17])=[O:15])=[CH:8][C:7]2=O)([O-:3])=[O:2].ClS([N:23]=C=O)(=O)=O.CO. Product: [NH2:23][C:7]1[C:6]2[C:11](=[CH:12][CH:13]=[C:4]([N+:1]([O-:3])=[O:2])[CH:5]=2)[N:10]=[C:9]([C:14]([O:16][CH3:17])=[O:15])[CH:8]=1. The catalyst class is: 10. (6) Reactant: [C:1]([O:5][C:6]([NH:8][CH2:9][CH2:10][CH2:11][C@H:12]([NH:30]C(=O)OCC1C=CC=CC=1)[C:13]([NH:15][CH2:16][CH2:17][CH2:18][C@H:19]([NH:22][C:23]([O:25][C:26]([CH3:29])([CH3:28])[CH3:27])=[O:24])[CH2:20][OH:21])=[O:14])=[O:7])([CH3:4])([CH3:3])[CH3:2]. Product: [C:1]([O:5][C:6]([NH:8][CH2:9][CH2:10][CH2:11][C@@H:12]([C:13]([NH:15][CH2:16][CH2:17][CH2:18][C@H:19]([NH:22][C:23]([O:25][C:26]([CH3:29])([CH3:28])[CH3:27])=[O:24])[CH2:20][OH:21])=[O:14])[NH2:30])=[O:7])([CH3:4])([CH3:3])[CH3:2]. The catalyst class is: 63. (7) Reactant: [CH:1]([C:3]1[C:12](=[O:13])[C:11]2[C:6](=[CH:7][CH:8]=[C:9]([CH:14]([CH3:16])[CH3:15])[CH:10]=2)[O:5][CH:4]=1)=O.[CH3:17][O:18][C:19]([C:21]#[C:22][C:23]([O:25][CH3:26])=[O:24])=[O:20].C1(P(C2C=CC=CC=2)C2C=CC=CC=2)C=CC=CC=1.[NH2:46][CH2:47][CH2:48][C:49]1[C:57]2[C:52](=[CH:53][CH:54]=[CH:55][CH:56]=2)[NH:51][CH:50]=1. Product: [CH3:17][O:18][C:19]([C:21]1[C:22]2([C:23]([O:25][CH3:26])=[O:24])[N:46]([CH2:47][CH2:48][C:49]3[C:57]4[C:52](=[CH:53][CH:54]=[CH:55][CH:56]=4)[NH:51][C:50]=32)[CH:4]=[C:3]([C:12](=[O:13])[C:11]2[CH:10]=[C:9]([CH:14]([CH3:16])[CH3:15])[CH:8]=[CH:7][C:6]=2[OH:5])[CH:1]=1)=[O:20]. The catalyst class is: 11.